This data is from Full USPTO retrosynthesis dataset with 1.9M reactions from patents (1976-2016). The task is: Predict the reactants needed to synthesize the given product. (1) Given the product [Cl:1][C:2]1[CH:3]=[CH:4][C:5]([C:6]([NH:8][CH:9]([CH2:13][C:14]2[C:23]3[C:18](=[CH:19][CH:20]=[CH:21][CH:22]=3)[NH:17][C:16](=[O:24])[CH:15]=2)[C:10]([S:11][CH2:37][CH2:36][N:28]2[CH2:34][CH2:33][CH2:32][CH2:31][CH2:30][CH2:29]2)=[O:12])=[O:7])=[CH:25][CH:26]=1, predict the reactants needed to synthesize it. The reactants are: [Cl:1][C:2]1[CH:26]=[CH:25][C:5]([C:6]([NH:8][CH:9]([CH2:13][C:14]2[C:23]3[C:18](=[CH:19][CH:20]=[CH:21][CH:22]=3)[NH:17][C:16](=[O:24])[CH:15]=2)[C:10]([OH:12])=[S:11])=[O:7])=[CH:4][CH:3]=1.Cl.[N:28](=[CH:36][CH2:37]Cl)[CH2:29][CH2:30][CH2:31][CH2:32][CH2:33][CH2:34]Cl. (2) Given the product [F:39][C:36]([F:37])([F:38])[C:28]1[CH:27]=[C:26]([C@H:24]([O:23][C@H:14]2[O:13][CH2:12][C@H:11]([CH2:40][OH:41])[C@@H:10]([CH2:9][OH:8])[C@@H:15]2[C:16]2[CH:21]=[CH:20][C:19]([F:22])=[CH:18][CH:17]=2)[CH3:25])[CH:31]=[C:30]([C:32]([F:33])([F:34])[F:35])[CH:29]=1, predict the reactants needed to synthesize it. The reactants are: C([O:8][CH2:9][C@H:10]1[C@H:15]([C:16]2[CH:21]=[CH:20][C:19]([F:22])=[CH:18][CH:17]=2)[C@@H:14]([O:23][C@@H:24]([C:26]2[CH:31]=[C:30]([C:32]([F:35])([F:34])[F:33])[CH:29]=[C:28]([C:36]([F:39])([F:38])[F:37])[CH:27]=2)[CH3:25])[O:13][CH2:12][C@@H:11]1[CH2:40][OH:41])C1C=CC=CC=1.[H][H]. (3) Given the product [N:33]1([C:31]([NH:30][C@@H:26]2[CH2:27][CH2:28][CH2:29][N:24]([C:17]3[N:18]=[N:19][C:20]([C:21]([NH2:23])=[O:22])=[C:15]([NH:14][C:11]4[CH:12]=[CH:13][C:8]([CH:5]5[CH2:6][CH2:7][N:2]([C:48](=[O:51])[CH2:49][CH3:50])[CH2:3][CH2:4]5)=[CH:9][CH:10]=4)[N:16]=3)[CH2:25]2)=[O:32])[CH2:38][CH2:37][CH2:36][CH2:35][CH2:34]1, predict the reactants needed to synthesize it. The reactants are: Cl.[NH:2]1[CH2:7][CH2:6][CH:5]([C:8]2[CH:13]=[CH:12][C:11]([NH:14][C:15]3[N:16]=[C:17]([N:24]4[CH2:29][CH2:28][CH2:27][C@@H:26]([NH:30][C:31]([N:33]5[CH2:38][CH2:37][CH2:36][CH2:35][CH2:34]5)=[O:32])[CH2:25]4)[N:18]=[N:19][C:20]=3[C:21]([NH2:23])=[O:22])=[CH:10][CH:9]=2)[CH2:4][CH2:3]1.CCN(C(C)C)C(C)C.[C:48](Cl)(=[O:51])[CH2:49][CH3:50]. (4) Given the product [CH2:1]([O:3][C:4]([C:6]1[C:14]2[C:9](=[CH:10][CH:11]=[C:12]([O:15][C:31]3[CH:32]=[CH:33][C:34]([Cl:35])=[C:29]([F:28])[CH:30]=3)[CH:13]=2)[N:8]([C:16]2[CH:17]=[CH:18][CH:19]=[CH:20][CH:21]=2)[C:7]=1[CH2:22][C:23]([O:25][CH2:26][CH3:27])=[O:24])=[O:5])[CH3:2], predict the reactants needed to synthesize it. The reactants are: [CH2:1]([O:3][C:4]([C:6]1[C:14]2[C:9](=[CH:10][CH:11]=[C:12]([OH:15])[CH:13]=2)[N:8]([C:16]2[CH:21]=[CH:20][CH:19]=[CH:18][CH:17]=2)[C:7]=1[CH2:22][C:23]([O:25][CH2:26][CH3:27])=[O:24])=[O:5])[CH3:2].[F:28][C:29]1[CH:30]=[C:31](B(O)O)[CH:32]=[CH:33][C:34]=1[Cl:35]. (5) Given the product [NH:8]1[C:16]2[C:11](=[CH:12][C:13]([S:17][C:18]3[CH:23]=[CH:22][CH:21]=[CH:20][C:19]=3[CH2:24][NH:25][CH3:26])=[CH:14][CH:15]=2)[CH:10]=[CH:9]1, predict the reactants needed to synthesize it. The reactants are: C(OC([N:8]1[C:16]2[C:11](=[CH:12][C:13]([S:17][C:18]3[CH:23]=[CH:22][CH:21]=[CH:20][C:19]=3[CH2:24][N:25](C(OC(C)(C)C)=O)[CH3:26])=[CH:14][CH:15]=2)[CH:10]=[CH:9]1)=O)(C)(C)C.Cl. (6) The reactants are: [Si:1]([O:18][CH2:19][C@H:20]1[CH2:22][C@H:21]1[CH2:23]O)([C:14]([CH3:17])([CH3:16])[CH3:15])([C:8]1[CH:13]=[CH:12][CH:11]=[CH:10][CH:9]=1)[C:2]1[CH:7]=[CH:6][CH:5]=[CH:4][CH:3]=1.C1(P(C2C=CC=CC=2)C2C=CC=CC=2)C=CC=CC=1.C(Br)(Br)(Br)[Br:45].O. Given the product [Br:45][CH2:23][C@H:21]1[CH2:22][C@H:20]1[CH2:19][O:18][Si:1]([C:14]([CH3:17])([CH3:16])[CH3:15])([C:8]1[CH:13]=[CH:12][CH:11]=[CH:10][CH:9]=1)[C:2]1[CH:7]=[CH:6][CH:5]=[CH:4][CH:3]=1, predict the reactants needed to synthesize it.